Dataset: Full USPTO retrosynthesis dataset with 1.9M reactions from patents (1976-2016). Task: Predict the reactants needed to synthesize the given product. (1) Given the product [CH3:25][C:11]1[CH:10]=[C:8]([NH:9][NH2:1])[CH:7]=[C:6]([CH3:5])[C:12]=1[O:13][C:14]1[CH:19]=[CH:18][C:17]([O:20][CH3:21])=[C:16]([CH:22]([CH3:23])[CH3:24])[CH:15]=1, predict the reactants needed to synthesize it. The reactants are: [N:1]([O-])=O.[Na+].[CH3:5][C:6]1[CH:7]=[C:8]([CH:10]=[C:11]([CH3:25])[C:12]=1[O:13][C:14]1[CH:19]=[CH:18][C:17]([O:20][CH3:21])=[C:16]([CH:22]([CH3:24])[CH3:23])[CH:15]=1)[NH2:9].Cl.[Sn](Cl)Cl. (2) Given the product [N+:25]([C:28]1[CH:29]=[CH:30][C:31]([C:34]([NH:35][NH:36][C:46](=[O:47])[CH2:45][CH2:44][C:43]([O:42][C:38]([CH3:40])([CH3:39])[CH3:41])=[O:49])=[NH:37])=[CH:32][CH:33]=1)([O-:27])=[O:26], predict the reactants needed to synthesize it. The reactants are: CN(C(ON1N=NC2C=CC=NC1=2)=[N+](C)C)C.F[P-](F)(F)(F)(F)F.[N+:25]([C:28]1[CH:33]=[CH:32][C:31]([C:34](=[NH:37])[NH:35][NH2:36])=[CH:30][CH:29]=1)([O-:27])=[O:26].[C:38]([O:42][C:43](=[O:49])[CH2:44][CH2:45][C:46](O)=[O:47])([CH3:41])([CH3:40])[CH3:39]. (3) Given the product [F:10][C:11]([F:16])([F:15])[C:12]([OH:14])=[O:13].[NH2:45][C:41]1[C:40]([C:36]2[N:37]([CH2:38][CH3:39])[C:24]3[C:23]([O:22][CH2:21][CH2:4][CH2:5][CH2:6][NH:2][C:7]([NH2:8])=[NH:9])=[CH:28][N:27]=[C:26]([C:29]4[CH:34]=[CH:33][CH:32]=[CH:31][CH:30]=4)[C:25]=3[N:35]=2)=[N:44][O:43][N:42]=1, predict the reactants needed to synthesize it. The reactants are: Cl.[N:2]1([C:7](=[NH:9])[NH2:8])[CH:6]=[CH:5][CH:4]=N1.[F:10][C:11]([F:16])([F:15])[C:12]([OH:14])=[O:13].NCCC[CH2:21][O:22][C:23]1[C:24]2[N:37]([CH2:38][CH3:39])[C:36]([C:40]3[C:41]([NH2:45])=[N:42][O:43][N:44]=3)=[N:35][C:25]=2[C:26]([C:29]2[CH:34]=[CH:33][CH:32]=[CH:31][CH:30]=2)=[N:27][CH:28]=1.C(NC(C)C)(C)C. (4) Given the product [CH3:24][O:23][C:21](=[O:22])[C:20](=[O:25])[CH2:12][C:11]([C:14]1[CH:18]=[CH:17][N:16]([CH3:19])[N:15]=1)=[O:13], predict the reactants needed to synthesize it. The reactants are: C[Si]([N-][Si](C)(C)C)(C)C.[Li+].[C:11]([C:14]1[CH:18]=[CH:17][N:16]([CH3:19])[N:15]=1)(=[O:13])[CH3:12].[C:20](OC)(=[O:25])[C:21]([O:23][CH3:24])=[O:22].O. (5) Given the product [OH:36][C:29]1[CH:30]=[C:31]([C@@H:32]([OH:35])[CH2:33][NH:34][CH:22]2[CH2:23][CH2:24][N:19]([C:16]3[CH:15]=[CH:14][C:13]([NH:12][S:9]([C:6]4[CH:7]=[CH:8][C:3]([O:2][CH3:1])=[CH:4][CH:5]=4)(=[O:10])=[O:11])=[CH:18][CH:17]=3)[CH2:20][CH2:21]2)[CH:26]=[CH:27][C:28]=1[OH:37], predict the reactants needed to synthesize it. The reactants are: [CH3:1][O:2][C:3]1[CH:8]=[CH:7][C:6]([S:9]([NH:12][C:13]2[CH:18]=[CH:17][C:16]([N:19]3[CH2:24][CH2:23][C:22](=O)[CH2:21][CH2:20]3)=[CH:15][CH:14]=2)(=[O:11])=[O:10])=[CH:5][CH:4]=1.[CH:26]1[C:31]([C@H:32]([OH:35])[CH2:33][NH2:34])=[CH:30][C:29]([OH:36])=[C:28]([OH:37])[CH:27]=1. (6) The reactants are: [C:1]1([S:7]([N:10]2[C:18]3[C:13](=[CH:14][C:15]([C:19](=O)[CH:20](Br)[CH3:21])=[CH:16][CH:17]=3)[CH:12]=[C:11]2[C:24]2[C:29]([F:30])=[CH:28][CH:27]=[CH:26][C:25]=2[F:31])(=[O:9])=[O:8])[CH:6]=[CH:5][CH:4]=[CH:3][CH:2]=1.[C:32]([NH2:40])(=[S:39])[C:33]1[CH:38]=[CH:37][CH:36]=[N:35][CH:34]=1. Given the product [C:1]1([S:7]([N:10]2[C:18]3[C:13](=[CH:14][C:15]([C:19]4[N:40]=[C:32]([C:33]5[CH:34]=[N:35][CH:36]=[CH:37][CH:38]=5)[S:39][C:20]=4[CH3:21])=[CH:16][CH:17]=3)[CH:12]=[C:11]2[C:24]2[C:29]([F:30])=[CH:28][CH:27]=[CH:26][C:25]=2[F:31])(=[O:9])=[O:8])[CH:6]=[CH:5][CH:4]=[CH:3][CH:2]=1, predict the reactants needed to synthesize it. (7) Given the product [CH:43]1([S:46]([C:49]2[CH:50]=[CH:51][C:52](/[C:55](=[CH:59]\[CH:60]3[CH2:61][CH2:62][O:63][CH2:64][CH2:65]3)/[C:56]([NH:66][C:67]3[CH:72]=[CH:71][C:70]([F:73])=[CH:69][N:68]=3)=[O:57])=[CH:53][CH:54]=2)(=[O:47])=[O:48])[CH2:45][CH2:44]1, predict the reactants needed to synthesize it. The reactants are: C1NC2NC(N)=NC(=O)C=2NC1CCNC1C=CC(C(N[C@H](C(O)=O)CCC(O)=O)=O)=CC=1.CCN(C(C)C)C(C)C.[CH:43]1([S:46]([C:49]2[CH:54]=[CH:53][C:52](/[C:55](=[CH:59]\[CH:60]3[CH2:65][CH2:64][O:63][CH2:62][CH2:61]3)/[C:56](O)=[O:57])=[CH:51][CH:50]=2)(=[O:48])=[O:47])[CH2:45][CH2:44]1.[NH2:66][C:67]1[CH:72]=[CH:71][C:70]([F:73])=[CH:69][N:68]=1. (8) Given the product [CH2:1]([O:3][C:4](=[O:23])[CH2:5][C:6]1[CH:7]=[CH:8][C:9]([NH:12][C:13]2[C:18]([NH2:19])=[C:17]([Cl:22])[N:16]=[CH:15][N:14]=2)=[CH:10][CH:11]=1)[CH3:2], predict the reactants needed to synthesize it. The reactants are: [CH2:1]([O:3][C:4](=[O:23])[CH2:5][C:6]1[CH:11]=[CH:10][C:9]([NH:12][C:13]2[C:18]([N+:19]([O-])=O)=[C:17]([Cl:22])[N:16]=[CH:15][N:14]=2)=[CH:8][CH:7]=1)[CH3:2].